This data is from Reaction yield outcomes from USPTO patents with 853,638 reactions. The task is: Predict the reaction yield, written as a fraction of the theoretical maximum amount of product (1.0 means a 100% yield; for example, 0.34 means a 34% yield). (1) The catalyst is CO.[Ni]. The yield is 0.700. The reactants are [C:1]([C:5]1[CH:10]=[C:9]([Br:11])[C:8]([N+:12]([O-])=O)=[CH:7][C:6]=1[OH:15])([CH3:4])([CH3:3])[CH3:2]. The product is [C:1]([C:5]1[CH:10]=[C:9]([Br:11])[C:8]([NH2:12])=[CH:7][C:6]=1[OH:15])([CH3:4])([CH3:2])[CH3:3]. (2) The reactants are Br[CH2:2][CH:3]1[CH2:5][CH2:4]1.[NH:6]1[C:10]2[CH:11]=[CH:12][CH:13]=[CH:14][C:9]=2[N:8]=[C:7]1[CH2:15][OH:16].C(N(CC)C(C)C)(C)C. The catalyst is CN(C=O)C. The yield is 0.260. The product is [CH:5]1([CH2:4][N:6]2[C:10]3[CH:11]=[CH:12][CH:13]=[CH:14][C:9]=3[N:8]=[C:7]2[CH2:15][OH:16])[CH2:3][CH2:2]1. (3) The reactants are [Br:1][C:2]1[CH:13]=[CH:12][CH:11]=[CH:10][C:3]=1[CH2:4][CH2:5][S:6]([O-])(=[O:8])=[O:7].[Na+].S(Cl)([Cl:17])=O.CN(C)C=O. The product is [Br:1][C:2]1[CH:13]=[CH:12][CH:11]=[CH:10][C:3]=1[CH2:4][CH2:5][S:6]([Cl:17])(=[O:8])=[O:7]. The yield is 0.880. The catalyst is C1(C)C=CC=CC=1. (4) The reactants are [F:1][C:2]([F:12])([F:11])[C:3]1[CH:4]=[C:5]([NH2:10])[C:6]([NH2:9])=[CH:7][CH:8]=1.[C:13](OCC)(=[O:19])[C:14](OCC)=[O:15]. No catalyst specified. The product is [F:1][C:2]([F:11])([F:12])[C:3]1[CH:4]=[C:5]2[C:6](=[CH:7][CH:8]=1)[NH:9][C:14](=[O:15])[C:13](=[O:19])[NH:10]2. The yield is 0.960. (5) The reactants are [O:1]=[C:2]1[N:6]([CH2:7][C:8]([OH:10])=[O:9])[CH2:5][CH2:4][O:3]1.C(=O)([O-])[O-].[K+].[K+].[CH2:17](Br)[C:18]1[CH:23]=[CH:22][CH:21]=[CH:20][CH:19]=1. The catalyst is CN(C=O)C. The product is [O:1]=[C:2]1[N:6]([CH2:7][C:8]([O:10][CH2:17][C:18]2[CH:23]=[CH:22][CH:21]=[CH:20][CH:19]=2)=[O:9])[CH2:5][CH2:4][O:3]1. The yield is 0.310. (6) The reactants are [C:1]([O:4][CH2:5][CH:6]1[CH:10]([O:11][C:12](=[O:14])[CH3:13])[CH:9]([O:15][C:16]([O:18][CH:19]([CH3:21])[CH3:20])=[O:17])[CH:8]([N:22]2[C:26]3[N:27]=[C:28]([NH:31]C=O)[N:29]=[CH:30][C:25]=3[S:24][C:23]2=[O:34])[O:7]1)(=[O:3])[CH3:2].CC(O)=O. The catalyst is CO. The product is [C:1]([O:4][CH2:5][CH:6]1[CH:10]([O:11][C:12](=[O:14])[CH3:13])[CH:9]([O:15][C:16]([O:18][CH:19]([CH3:21])[CH3:20])=[O:17])[CH:8]([N:22]2[C:26]3[N:27]=[C:28]([NH2:31])[N:29]=[CH:30][C:25]=3[S:24][C:23]2=[O:34])[O:7]1)(=[O:3])[CH3:2]. The yield is 0.780. (7) The product is [O:7]=[C:4]1[O:5][N:3]=[C:33]([C:28]2[CH:29]=[CH:30][CH:31]=[CH:32][C:27]=2[C:24]2[CH:23]=[CH:22][C:21]([CH2:20][C:19]3[C:14](=[O:13])[N:15]([CH:41]4[CH2:42][CH2:43][CH:44]([O:47][CH2:48][CH:49]=[CH2:50])[CH2:45][CH2:46]4)[C:16]4[N:17]([N:38]=[CH:39][N:40]=4)[C:18]=3[CH2:35][CH2:36][CH3:37])=[CH:26][CH:25]=2)[NH:34]1. The reactants are [Cl-].O[NH3+:3].[C:4](=[O:7])([O-])[OH:5].[Na+].CS(C)=O.[O:13]=[C:14]1[C:19]([CH2:20][C:21]2[CH:26]=[CH:25][C:24]([C:27]3[C:28]([C:33]#[N:34])=[CH:29][CH:30]=[CH:31][CH:32]=3)=[CH:23][CH:22]=2)=[C:18]([CH2:35][CH2:36][CH3:37])[N:17]2[N:38]=[CH:39][N:40]=[C:16]2[N:15]1[CH:41]1[CH2:46][CH2:45][CH:44]([O:47][CH2:48][CH:49]=[CH2:50])[CH2:43][CH2:42]1. The catalyst is C(OCC)(=O)C. The yield is 0.560. (8) The reactants are O.[C:2]([OH:6])(=[O:5])[CH:3]=O.[NH2:7][CH2:8][CH2:9][C:10]1[C:18]2[C:13](=[CH:14][CH:15]=[CH:16][CH:17]=2)[NH:12][CH:11]=1.Cl.[OH-].[K+]. The catalyst is O. The product is [CH:3]1([C:2]([OH:6])=[O:5])[C:11]2[NH:12][C:13]3[C:18](=[CH:17][CH:16]=[CH:15][CH:14]=3)[C:10]=2[CH2:9][CH2:8][NH:7]1. The yield is 0.580. (9) The reactants are [OH:1][C:2]1[C:3]([CH3:12])=[C:4]([C:8]([CH3:11])=[CH:9][CH:10]=1)[C:5]([OH:7])=[O:6].[CH3:13][C:14](OC(C)=O)=[O:15].N1C=CC=CC=1. The catalyst is CN(C1C=CN=CC=1)C.C(Cl)Cl. The product is [C:14]([O:1][C:2]1[C:3]([CH3:12])=[C:4]([C:8]([CH3:11])=[CH:9][CH:10]=1)[C:5]([OH:7])=[O:6])(=[O:15])[CH3:13]. The yield is 0.920.